From a dataset of Forward reaction prediction with 1.9M reactions from USPTO patents (1976-2016). Predict the product of the given reaction. (1) Given the reactants [F:1][C:2]([F:11])([F:10])[C:3]1[CH:9]=[CH:8][CH:7]=[CH:6][C:4]=1[NH2:5].[CH2:12](N(CC)CC)C.O1CCCC1.[S:24]1[C:28]2[C:29]3[CH:37]=[CH:36][CH:35]=[CH:34][C:30]=3[O:31][CH2:32][CH2:33][C:27]=2[CH:26]=[C:25]1[C:38](Cl)=[O:39].[H-].[Na+].CI, predict the reaction product. The product is: [CH3:12][N:5]([C:4]1[CH:6]=[CH:7][CH:8]=[CH:9][C:3]=1[C:2]([F:10])([F:11])[F:1])[C:38]([C:25]1[S:24][C:28]2[C:29]3[CH:37]=[CH:36][CH:35]=[CH:34][C:30]=3[O:31][CH2:32][CH2:33][C:27]=2[CH:26]=1)=[O:39]. (2) The product is: [C:31]([C:29]1[CH:30]=[C:26]([NH:25][C:24]([NH:19][CH2:18][C:17]2[C:12]([O:11][C:7]3[CH:6]=[C:5]4[C:10](=[CH:9][CH:8]=3)[N:2]([CH3:1])[N:3]=[CH:4]4)=[N:13][CH:14]=[CH:15][CH:16]=2)=[O:23])[N:27]([C:35]2[CH:40]=[CH:39][C:38]([CH3:41])=[CH:37][CH:36]=2)[N:28]=1)([CH3:34])([CH3:32])[CH3:33]. Given the reactants [CH3:1][N:2]1[C:10]2[C:5](=[CH:6][C:7]([O:11][C:12]3[C:17]([CH2:18][NH2:19])=[CH:16][CH:15]=[CH:14][N:13]=3)=[CH:8][CH:9]=2)[CH:4]=[N:3]1.ClC(Cl)(Cl)C[O:23][C:24](=O)[NH:25][C:26]1[N:27]([C:35]2[CH:40]=[CH:39][C:38]([CH3:41])=[CH:37][CH:36]=2)[N:28]=[C:29]([C:31]([CH3:34])([CH3:33])[CH3:32])[CH:30]=1.CCN(C(C)C)C(C)C, predict the reaction product. (3) Given the reactants [NH2:1][C:2]1[CH:7]=[C:6]([C:8]([F:11])([F:10])[F:9])[CH:5]=[CH:4][C:3]=1/[CH:12]=[CH:13]/[C:14]([O:16]C)=O.Cl.C1COCC1, predict the reaction product. The product is: [F:9][C:8]([F:11])([F:10])[C:6]1[CH:7]=[C:2]2[C:3]([CH:12]=[CH:13][C:14]([OH:16])=[N:1]2)=[CH:4][CH:5]=1. (4) Given the reactants [CH2:1]([C:8]1[S:12][C:11]([NH:13][C:14](=[O:23])[C:15]2[CH:20]=[CH:19][CH:18]=[CH:17][C:16]=2[O:21]C)=[N:10][C:9]=1[C:24]1[CH:29]=[CH:28][C:27]([O:30]C)=[CH:26][CH:25]=1)[C:2]1[CH:7]=[CH:6][CH:5]=[CH:4][CH:3]=1.B(Br)(Br)Br, predict the reaction product. The product is: [CH2:1]([C:8]1[S:12][C:11]([NH:13][C:14](=[O:23])[C:15]2[CH:20]=[CH:19][CH:18]=[CH:17][C:16]=2[OH:21])=[N:10][C:9]=1[C:24]1[CH:29]=[CH:28][C:27]([OH:30])=[CH:26][CH:25]=1)[C:2]1[CH:7]=[CH:6][CH:5]=[CH:4][CH:3]=1. (5) Given the reactants [CH:1]([C:3]1[C:12](=[O:13])[C:11]2[C:6](=[CH:7][CH:8]=[C:9]([CH3:14])[CH:10]=2)[O:5][CH:4]=1)=O.[CH3:15][O:16][C:17]([C:19]#[C:20][C:21]([O:23][CH3:24])=[O:22])=[O:18].C1(P(C2C=CC=CC=2)C2C=CC=CC=2)C=CC=CC=1.[NH2:44][CH2:45][CH2:46][C:47]1[C:55]2[C:50](=[CH:51][CH:52]=[CH:53][CH:54]=2)[NH:49][CH:48]=1, predict the reaction product. The product is: [CH3:15][O:16][C:17]([C:19]1[C:20]2([C:21]([O:23][CH3:24])=[O:22])[N:44]([CH2:45][CH2:46][C:47]3[C:55]4[C:50](=[CH:51][CH:52]=[CH:53][CH:54]=4)[NH:49][C:48]=32)[CH:4]=[C:3]([C:12](=[O:13])[C:11]2[CH:10]=[C:9]([CH3:14])[CH:8]=[CH:7][C:6]=2[OH:5])[CH:1]=1)=[O:18]. (6) Given the reactants [NH2:1][C@H:2]([C:10]([OH:12])=[O:11])[CH2:3][CH2:4][C:5]([NH:7][CH2:8][CH3:9])=[O:6].[CH3:13]O, predict the reaction product. The product is: [CH3:13][O:11][C:10](=[O:12])[C@H:2]([CH2:3][CH2:4][C:5]([NH:7][CH2:8][CH3:9])=[O:6])[NH2:1]. (7) Given the reactants [C:1]([O:5][C:6]([N:8]([C@@H:22]1[CH2:26][CH2:25][N:24]([CH2:27][CH2:28][CH2:29][CH3:30])[CH2:23]1)[C:9]1[N:14]=[CH:13][C:12](/[CH:15]=[CH:16]/[C:17]([O:19]CC)=[O:18])=[CH:11][CH:10]=1)=[O:7])([CH3:4])([CH3:3])[CH3:2].[OH-].[Na+].O.[ClH:34], predict the reaction product. The product is: [ClH:34].[ClH:34].[C:1]([O:5][C:6]([N:8]([C@@H:22]1[CH2:26][CH2:25][N:24]([CH2:27][CH2:28][CH2:29][CH3:30])[CH2:23]1)[C:9]1[N:14]=[CH:13][C:12](/[CH:15]=[CH:16]/[C:17]([OH:19])=[O:18])=[CH:11][CH:10]=1)=[O:7])([CH3:2])([CH3:4])[CH3:3].